From a dataset of Catalyst prediction with 721,799 reactions and 888 catalyst types from USPTO. Predict which catalyst facilitates the given reaction. (1) Reactant: C(OC(=O)[NH:7][C:8]1[CH:13]=[C:12]([CH2:14][CH3:15])[C:11]([C:16]([F:19])([F:18])[F:17])=[CH:10][C:9]=1[NH:20][C:21](=[O:37])[CH2:22][C:23](=O)[C:24]1[CH:29]=[CH:28][CH:27]=[C:26]([C:30]2[CH:31]=[N:32][CH:33]=[CH:34][CH:35]=2)[CH:25]=1)(C)(C)C.C(O)(C(F)(F)F)=O. Product: [CH2:14]([C:12]1[C:11]([C:16]([F:17])([F:18])[F:19])=[CH:10][C:9]2[NH:20][C:21](=[O:37])[CH2:22][C:23]([C:24]3[CH:29]=[CH:28][CH:27]=[C:26]([C:30]4[CH:31]=[N:32][CH:33]=[CH:34][CH:35]=4)[CH:25]=3)=[N:7][C:8]=2[CH:13]=1)[CH3:15]. The catalyst class is: 2. (2) Reactant: [CH:1]1([CH:7]([N:11]2[C:15]3[CH:16]=[C:17]([F:21])[C:18]([F:20])=[CH:19][C:14]=3[N:13]=[C:12]2[C@@H:22]([O:29][CH3:30])[C:23]2[CH:28]=[CH:27][CH:26]=[CH:25][CH:24]=2)[C:8](O)=[O:9])[CH2:6][CH2:5][CH2:4][CH2:3][CH2:2]1.N1C=CC=CC=1.S(Cl)(Cl)=O.[NH2:41][C:42]1[CH:52]=[CH:51][C:45]([C:46]([O:48][CH2:49][CH3:50])=[O:47])=[CH:44][CH:43]=1. Product: [CH2:49]([O:48][C:46](=[O:47])[C:45]1[CH:51]=[CH:52][C:42]([NH:41][C:8](=[O:9])[CH:7]([CH:1]2[CH2:6][CH2:5][CH2:4][CH2:3][CH2:2]2)[N:11]2[C:15]3[CH:16]=[C:17]([F:21])[C:18]([F:20])=[CH:19][C:14]=3[N:13]=[C:12]2[C@@H:22]([O:29][CH3:30])[C:23]2[CH:28]=[CH:27][CH:26]=[CH:25][CH:24]=2)=[CH:43][CH:44]=1)[CH3:50]. The catalyst class is: 4. (3) Reactant: [Si:1]([O:8][CH2:9][CH2:10][OH:11])([C:4]([CH3:7])([CH3:6])[CH3:5])([CH3:3])[CH3:2].C1(P(C2C=CC=CC=2)C2C=CC=CC=2)C=CC=CC=1.O[N:32]1[C:36](=[O:37])[C:35]2=[CH:38][CH:39]=[CH:40][CH:41]=[C:34]2[C:33]1=[O:42].CCOC(/N=N/C(OCC)=O)=O. Product: [Si:1]([O:8][CH2:9][CH2:10][O:11][N:32]1[C:36](=[O:37])[C:35]2[C:34](=[CH:41][CH:40]=[CH:39][CH:38]=2)[C:33]1=[O:42])([C:4]([CH3:6])([CH3:7])[CH3:5])([CH3:3])[CH3:2]. The catalyst class is: 1.